Dataset: Catalyst prediction with 721,799 reactions and 888 catalyst types from USPTO. Task: Predict which catalyst facilitates the given reaction. (1) Reactant: [Cl-].[CH:2]1([NH:5][C:6](=[O:11])[CH2:7][CH2:8][CH2:9][NH3+:10])[CH2:4][CH2:3]1.[CH3:12][N:13]1[C:25]2[CH2:24][CH2:23][CH:22]([CH:26]3[CH2:31][CH2:30][O:29][CH2:28][CH2:27]3)[CH2:21][C:20]=2[C:19]2[C:14]1=[CH:15][CH:16]=[C:17]([C:32](O)=[O:33])[CH:18]=2.CCN(C(C)C)C(C)C.CN(C(ON1N=NC2C=CC=NC1=2)=[N+](C)C)C.F[P-](F)(F)(F)(F)F. Product: [CH:2]1([NH:5][C:6](=[O:11])[CH2:7][CH2:8][CH2:9][NH:10][C:32]([C:17]2[CH:18]=[C:19]3[C:14](=[CH:15][CH:16]=2)[N:13]([CH3:12])[C:25]2[CH2:24][CH2:23][CH:22]([CH:26]4[CH2:31][CH2:30][O:29][CH2:28][CH2:27]4)[CH2:21][C:20]3=2)=[O:33])[CH2:4][CH2:3]1. The catalyst class is: 3. (2) Reactant: [F:1][C:2]1[CH:7]=[C:6]([CH2:8][CH2:9][OH:10])[CH:5]=[CH:4][N:3]=1.C(N(CC)CC)C.[CH3:18][S:19](Cl)(=[O:21])=[O:20].O. Product: [CH3:18][S:19]([O:10][CH2:9][CH2:8][C:6]1[CH:5]=[CH:4][N:3]=[C:2]([F:1])[CH:7]=1)(=[O:21])=[O:20]. The catalyst class is: 13. (3) Reactant: [C:1]([O:5][C:6](=[O:28])[N:7]([CH2:9][C:10]1[CH:15]=[C:14]([O:16][C:17]2[C:18]([F:27])=[C:19]3[C:23](=[CH:24][CH:25]=2)[NH:22][C:21]([CH3:26])=[CH:20]3)[N:13]=[CH:12][N:11]=1)[CH3:8])([CH3:4])([CH3:3])[CH3:2].[H-].[Na+].C1([O:37][C:38](=O)[NH:39][C:40]2[CH:44]=[C:43]([C:45]([CH3:48])([CH3:47])[CH3:46])[O:42][N:41]=2)C=CC=CC=1. Product: [C:1]([O:5][C:6](=[O:28])[N:7]([CH2:9][C:10]1[CH:15]=[C:14]([O:16][C:17]2[C:18]([F:27])=[C:19]3[C:23](=[CH:24][CH:25]=2)[N:22]([C:38](=[O:37])[NH:39][C:40]2[CH:44]=[C:43]([C:45]([CH3:47])([CH3:46])[CH3:48])[O:42][N:41]=2)[C:21]([CH3:26])=[CH:20]3)[N:13]=[CH:12][N:11]=1)[CH3:8])([CH3:4])([CH3:2])[CH3:3]. The catalyst class is: 1. (4) Reactant: [F:1][CH2:2][CH2:3][O:4][CH2:5][CH2:6][O:7][CH2:8][CH2:9][O:10][C:11]1[CH:16]=[CH:15][C:14](/[CH:17]=[CH:18]/[C:19]2[CH:24]=[CH:23][C:22]([N+:25]([O-])=O)=[CH:21][CH:20]=2)=[CH:13][N:12]=1.Cl.[OH-].[Na+].ClCCl. The catalyst class is: 8. Product: [F:1][CH2:2][CH2:3][O:4][CH2:5][CH2:6][O:7][CH2:8][CH2:9][O:10][C:11]1[CH:16]=[CH:15][C:14](/[CH:17]=[CH:18]/[C:19]2[CH:24]=[CH:23][C:22]([NH2:25])=[CH:21][CH:20]=2)=[CH:13][N:12]=1. (5) Reactant: [NH2:1][CH2:2][C:3]1[O:7][C:6]([C:8]2[CH:13]=[CH:12][C:11]([C:14]3[C:19]([CH3:20])=[CH:18][CH:17]=[C:16]([C:21]([NH:23][CH:24]4[CH2:26][CH2:25]4)=[O:22])[CH:15]=3)=[CH:10][CH:9]=2)=[N:5][N:4]=1.[C:27]1([CH2:33][S:34](Cl)(=[O:36])=[O:35])[CH:32]=[CH:31][CH:30]=[CH:29][CH:28]=1. Product: [CH2:33]([S:34]([NH:1][CH2:2][C:3]1[O:7][C:6]([C:8]2[CH:9]=[CH:10][C:11]([C:14]3[C:19]([CH3:20])=[CH:18][CH:17]=[C:16]([C:21]([NH:23][CH:24]4[CH2:26][CH2:25]4)=[O:22])[CH:15]=3)=[CH:12][CH:13]=2)=[N:5][N:4]=1)(=[O:36])=[O:35])[C:27]1[CH:32]=[CH:31][CH:30]=[CH:29][CH:28]=1. The catalyst class is: 298.